Predict the product of the given reaction. From a dataset of Forward reaction prediction with 1.9M reactions from USPTO patents (1976-2016). (1) Given the reactants [NH2:1][CH2:2][CH2:3][CH2:4][CH2:5][C@H:6]([NH:14][C:15](=[O:34])[NH:16][C@@H:17]([CH2:25][CH2:26][C:27]([O:29][C:30]([CH3:33])([CH3:32])[CH3:31])=[O:28])[C:18]([O:20][C:21]([CH3:24])([CH3:23])[CH3:22])=[O:19])[C:7]([O:9][C:10]([CH3:13])([CH3:12])[CH3:11])=[O:8].[CH2:35]1[C:40](=[O:41])[N:39]([O:42][C:43]([CH2:45][CH2:46][CH2:47][CH2:48][CH2:49][CH2:50][C:51](ON2C(=O)CCC2=O)=[O:52])=[O:44])[C:37](=[O:38])[CH2:36]1, predict the reaction product. The product is: [C:10]([O:9][C:7](=[O:8])[C@@H:6]([NH:14][C:15](=[O:34])[NH:16][C@@H:17]([CH2:25][CH2:26][C:27]([O:29][C:30]([CH3:33])([CH3:32])[CH3:31])=[O:28])[C:18]([O:20][C:21]([CH3:22])([CH3:23])[CH3:24])=[O:19])[CH2:5][CH2:4][CH2:3][CH2:2][NH:1][C:51](=[O:52])[CH2:50][CH2:49][CH2:48][CH2:47][CH2:46][CH2:45][C:43]([O:42][N:39]1[C:40](=[O:41])[CH2:35][CH2:36][C:37]1=[O:38])=[O:44])([CH3:13])([CH3:12])[CH3:11]. (2) Given the reactants Cl.[NH2:2][OH:3].[Cl:4][C:5]1[CH:6]=[C:7]([CH:15]([CH2:25][CH:26]2[CH2:31][CH2:30][C:29](=O)[CH2:28][CH2:27]2)[C:16]([NH:18][C:19]2[CH:24]=[N:23][CH:22]=[CH:21][N:20]=2)=[O:17])[CH:8]=[CH:9][C:10]=1[S:11]([CH3:14])(=[O:13])=[O:12], predict the reaction product. The product is: [Cl:4][C:5]1[CH:6]=[C:7]([CH:15]([CH2:25][CH:26]2[CH2:31][CH2:30][C:29](=[N:2][OH:3])[CH2:28][CH2:27]2)[C:16]([NH:18][C:19]2[CH:24]=[N:23][CH:22]=[CH:21][N:20]=2)=[O:17])[CH:8]=[CH:9][C:10]=1[S:11]([CH3:14])(=[O:13])=[O:12].